This data is from Catalyst prediction with 721,799 reactions and 888 catalyst types from USPTO. The task is: Predict which catalyst facilitates the given reaction. Reactant: [BH4-].[Na+].[CH3:3][O:4][C:5]1[CH:6]=[C:7]2[C:12](=[CH:13][CH:14]=1)[CH:11]=[C:10]([CH:15]=[O:16])[CH:9]=[CH:8]2. Product: [CH3:3][O:4][C:5]1[CH:6]=[C:7]2[C:12](=[CH:13][CH:14]=1)[CH:11]=[C:10]([CH2:15][OH:16])[CH:9]=[CH:8]2. The catalyst class is: 5.